Dataset: Reaction yield outcomes from USPTO patents with 853,638 reactions. Task: Predict the reaction yield, written as a fraction of the theoretical maximum amount of product (1.0 means a 100% yield; for example, 0.34 means a 34% yield). (1) The reactants are [CH:1]1([CH2:4][N:5]2[CH:10]=[CH:9][C:8](O)=[C:7]([C:12]#[N:13])[C:6]2=[O:14])[CH2:3][CH2:2]1.P(Br)(Br)([Br:17])=O. The catalyst is CN(C=O)C. The product is [Br:17][C:8]1[CH:9]=[CH:10][N:5]([CH2:4][CH:1]2[CH2:3][CH2:2]2)[C:6](=[O:14])[C:7]=1[C:12]#[N:13]. The yield is 0.640. (2) The reactants are C(N(CC)CC)C.[C:8]1([C@@H:14]([CH3:19])[CH2:15][C:16]([OH:18])=O)[CH:13]=[CH:12][CH:11]=[CH:10][CH:9]=1.C(Cl)(=O)C(C)(C)C.C([Li])CCC.[C:32]1([C@H:38]2[CH2:42][O:41][C:40](=[O:43])[NH:39]2)[CH:37]=[CH:36][CH:35]=[CH:34][CH:33]=1.O1CCNC1=O. The catalyst is O1CCCC1. The product is [C:32]1([C@H:38]2[CH2:42][O:41][C:40](=[O:43])[N:39]2[C:16](=[O:18])[CH2:15][C@@H:14]([C:8]2[CH:9]=[CH:10][CH:11]=[CH:12][CH:13]=2)[CH3:19])[CH:33]=[CH:34][CH:35]=[CH:36][CH:37]=1. The yield is 0.880. (3) The reactants are [CH3:1][O:2][C:3]1[N:4]=[CH:5][C:6]2[N:11]=[C:10]([N:12]=[C:13](SC)SC)[S:9][C:7]=2[N:8]=1.Cl.Cl.[NH2:20][CH2:21][C@@:22]1([OH:30])[CH:27]2[CH2:28][CH2:29][N:24]([CH2:25][CH2:26]2)[CH2:23]1.C(=O)([O-])[O-].[Cs+].[Cs+].O. The product is [CH3:1][O:2][C:3]1[N:4]=[CH:5][C:6]2[N:11]=[C:10]([NH:12][C:13]3[O:30][C@:22]4([CH2:21][N:20]=3)[CH:27]3[CH2:28][CH2:29][N:24]([CH2:25][CH2:26]3)[CH2:23]4)[S:9][C:7]=2[N:8]=1. The catalyst is CN(C=O)C. The yield is 0.640. (4) The reactants are [CH2:1]([N:4]1[C:13](=[O:14])[C:12]2[NH:11][CH:10]=[N:9][C:8]=2[N:7]([CH2:15][C:16]2[CH:21]=[CH:20][CH:19]=[CH:18][CH:17]=2)[C:5]1=[O:6])[CH2:2][CH3:3].CC(O[Na])=O.[Br:27]Br. The catalyst is C(O)(=O)C. The product is [CH2:1]([N:4]1[C:13](=[O:14])[C:12]2[NH:11][C:10]([Br:27])=[N:9][C:8]=2[N:7]([CH2:15][C:16]2[CH:21]=[CH:20][CH:19]=[CH:18][CH:17]=2)[C:5]1=[O:6])[CH2:2][CH3:3]. The yield is 0.850. (5) The reactants are [Cl:1][C:2]1[CH:7]=[CH:6][C:5]([S:8]([CH2:11][C:12]2[CH:17]=[C:16]([F:18])[CH:15]=[CH:14][C:13]=2[F:19])(=[O:10])=[O:9])=[CH:4][CH:3]=1.[Si:20]([O:37][CH2:38][CH2:39][S:40][CH2:41][CH2:42]O)([C:33]([CH3:36])([CH3:35])[CH3:34])([C:27]1[CH:32]=[CH:31][CH:30]=[CH:29][CH:28]=1)[C:21]1[CH:26]=[CH:25][CH:24]=[CH:23][CH:22]=1.C(C=P(CCCC)(CCCC)CCCC)#N.C(OCC)(=O)C. The catalyst is C1(C)C=CC=CC=1. The product is [Si:20]([O:37][CH2:38][CH2:39][S:40][CH2:41][CH2:42][CH:11]([C:12]1[CH:17]=[C:16]([F:18])[CH:15]=[CH:14][C:13]=1[F:19])[S:8]([C:5]1[CH:6]=[CH:7][C:2]([Cl:1])=[CH:3][CH:4]=1)(=[O:10])=[O:9])([C:33]([CH3:35])([CH3:36])[CH3:34])([C:27]1[CH:28]=[CH:29][CH:30]=[CH:31][CH:32]=1)[C:21]1[CH:22]=[CH:23][CH:24]=[CH:25][CH:26]=1. The yield is 0.950.